This data is from Choline transporter screen with 302,306 compounds. The task is: Binary Classification. Given a drug SMILES string, predict its activity (active/inactive) in a high-throughput screening assay against a specified biological target. (1) The molecule is S(=O)(=O)(N1CCc2c(C1)cccc2)c1cc2c(n(cc(c2=O)C(=O)NCCN(CCCC)CCCC)CC)cc1. The result is 1 (active). (2) The molecule is S(Cc1cc(ccc1)C)c1sc2n(n1)c(=O)c(nn2)C. The result is 0 (inactive). (3) The molecule is s1c(CN2CCc3c(C2)cc(OC)c(OC)c3)ccc1C. The result is 0 (inactive). (4) The drug is O=C1N(CCC1)CCCNC(=O)c1cccnc1. The result is 0 (inactive). (5) The drug is Clc1ccc(NC(=O)CCC(=O)N\N=C\c2cc3OCOc3cc2)cc1. The result is 0 (inactive). (6) The compound is FC(F)(F)c1cc(CNC(=O)C2N(C3C(C2)Cn2c3nc3c2cccc3)Cc2ccccc2)ccc1. The result is 0 (inactive). (7) The compound is O(CCCN(CCCC)CCCC)C(=O)c1ccc(N)cc1. The result is 0 (inactive). (8) The drug is S(=O)(=O)(N1CCOCC1)c1c(ccc(c1)C(=O)Nc1c(ccc(S(=O)(=O)Nc2ccc(OC)cc2)c1)C)C. The result is 0 (inactive).